Dataset: Reaction yield outcomes from USPTO patents with 853,638 reactions. Task: Predict the reaction yield, written as a fraction of the theoretical maximum amount of product (1.0 means a 100% yield; for example, 0.34 means a 34% yield). (1) The yield is 0.990. The reactants are [N:1]1([CH:10]2[CH2:15][CH2:14][N:13]([C:16]([O:18][C:19]([CH3:22])([CH3:21])[CH3:20])=[O:17])[CH2:12][CH2:11]2)[C:9]2[C:4](=[CH:5][CH:6]=[CH:7][CH:8]=2)[CH2:3][CH2:2]1.[Br:23]N1C(=O)CCC1=O. The catalyst is CN(C=O)C.O. The product is [Br:23][C:6]1[CH:5]=[C:4]2[C:9](=[CH:8][CH:7]=1)[N:1]([CH:10]1[CH2:15][CH2:14][N:13]([C:16]([O:18][C:19]([CH3:22])([CH3:21])[CH3:20])=[O:17])[CH2:12][CH2:11]1)[CH2:2][CH2:3]2. (2) The reactants are [CH:1]1([C:4]2[NH:8][N:7]=[C:6]([NH2:9])[CH:5]=2)[CH2:3][CH2:2]1.[Cl:10][C:11]1[N:16]=[C:15](Cl)[CH:14]=[C:13]([CH3:18])[N:12]=1.CCN(C(C)C)C(C)C.CCO. The catalyst is O. The product is [Cl:10][C:11]1[N:16]=[C:15]([NH:9][C:6]2[CH:5]=[C:4]([CH:1]3[CH2:3][CH2:2]3)[NH:8][N:7]=2)[CH:14]=[C:13]([CH3:18])[N:12]=1. The yield is 0.590. (3) The reactants are [CH:1]1[CH:6]=C[C:4](P([C:2]2[CH:3]=[CH:4]C=[CH:6][CH:1]=2)[C:2]2[CH:3]=[CH:4]C=[CH:6][CH:1]=2)=[CH:3][CH:2]=1.C(OC(=O)O[CH2:25][C:26]([CH2:28][O:29]C(OCC)=O)=[CH2:27])C.C1(N2CCCC2)CCCC=1.O. The catalyst is CC#N.CCOC(C)=O.CC([O-])=O.CC([O-])=O.[Pd+2]. The product is [CH2:6]=[C:1]1[CH2:25][CH:26]2[C:28](=[O:29])[CH:3]([CH2:4][CH2:27]2)[CH2:2]1. The yield is 0.700. (4) The reactants are [H-].[Na+].[NH:3]1[CH:7]=[CH:6][CH:5]=[C:4]1[CH:8]=[O:9].O.[C:11]1([CH3:17])[CH:16]=[CH:15][CH:14]=[CH:13][CH:12]=1. The catalyst is C1COCC1. The product is [N:3]1[C:16]2[C:11](=[CH:12][CH:13]=[CH:14][CH:15]=2)[CH:17]=[C:5]([CH2:6][N:3]2[CH:7]=[CH:6][CH:5]=[C:4]2[CH:8]=[O:9])[CH:4]=1. The yield is 0.540. (5) The reactants are [NH:1]1[C:5]2[CH:6]=[CH:7][CH:8]=[CH:9][C:4]=2[N:3]=[C:2]1[C:10]([N:12]1[CH2:15][CH:14]([C:16]2[C:21]([C:22]3[CH:27]=[CH:26][CH:25]=[CH:24][CH:23]=3)=[CH:20][N:19]=[C:18](Cl)[N:17]=2)[CH2:13]1)=[O:11]. The catalyst is CO.[Pd]. The product is [NH:1]1[C:5]2[CH:6]=[CH:7][CH:8]=[CH:9][C:4]=2[N:3]=[C:2]1[C:10]([N:12]1[CH2:15][CH:14]([C:16]2[C:21]([C:22]3[CH:27]=[CH:26][CH:25]=[CH:24][CH:23]=3)=[CH:20][N:19]=[CH:18][N:17]=2)[CH2:13]1)=[O:11]. The yield is 0.550. (6) The reactants are [CH3:1][C:2]1[CH:7]=[C:6]([C:8]#[C:9][C:10]2[CH:15]=[CH:14][CH:13]=[CH:12][CH:11]=2)[C:5]([NH2:16])=[C:4]([N+:17]([O-:19])=[O:18])[CH:3]=1.CC(C)([O-])C.[K+].O. The catalyst is O1CCCC1.CN1CCCC1=O. The product is [CH3:1][C:2]1[CH:7]=[C:6]2[C:5](=[C:4]([N+:17]([O-:19])=[O:18])[CH:3]=1)[NH:16][C:9]([C:10]1[CH:15]=[CH:14][CH:13]=[CH:12][CH:11]=1)=[CH:8]2. The yield is 0.220. (7) The reactants are [Br:1][C:2]1[C:3]([F:10])=[C:4]([CH:7]=[CH:8][CH:9]=1)[CH:5]=[O:6].[F:11][C:12]1[CH:17]=[CH:16][C:15]([Mg]Br)=[C:14]([O:20][CH3:21])[CH:13]=1. The yield is 0.820. The product is [Br:1][C:2]1[C:3]([F:10])=[C:4]([CH:5]([C:15]2[CH:16]=[CH:17][C:12]([F:11])=[CH:13][C:14]=2[O:20][CH3:21])[OH:6])[CH:7]=[CH:8][CH:9]=1. The catalyst is C1COCC1.C(Cl)Cl.